Dataset: Catalyst prediction with 721,799 reactions and 888 catalyst types from USPTO. Task: Predict which catalyst facilitates the given reaction. (1) Reactant: [Si]([O:18][CH:19]1[CH2:24][CH:23]2[CH:21]([CH:22]2[C:25]2[N:29]([CH:30]([CH3:32])[CH3:31])[N:28]=[C:27]([I:33])[CH:26]=2)[CH2:20]1)(C(C)(C)C)(C1C=CC=CC=1)C1C=CC=CC=1.F.F.F.C(N(CC)CC)C.C(=O)(O)[O-].[Na+]. Product: [I:33][C:27]1[CH:26]=[C:25]([CH:22]2[CH:21]3[CH:23]2[CH2:24][CH:19]([OH:18])[CH2:20]3)[N:29]([CH:30]([CH3:32])[CH3:31])[N:28]=1. The catalyst class is: 7. (2) Reactant: [Cl:1][C:2]1[C:3](Cl)=[N:4][CH:5]=[C:6]([CH:9]=1)[C:7]#[N:8].[C:11]([N:18]1[CH2:23][CH2:22][NH:21][CH2:20][CH2:19]1)([O:13][C:14]([CH3:17])([CH3:16])[CH3:15])=[O:12].CCN(C(C)C)C(C)C.C(Cl)Cl. Product: [Cl:1][C:2]1[C:3]([N:21]2[CH2:20][CH2:19][N:18]([C:11]([O:13][C:14]([CH3:17])([CH3:16])[CH3:15])=[O:12])[CH2:23][CH2:22]2)=[N:4][CH:5]=[C:6]([C:7]#[N:8])[CH:9]=1. The catalyst class is: 44. (3) Reactant: [N+:1]([C:4]1[CH:5]=[N+:6]([O-])[C:7]2[C:12]([CH:13]=1)=[CH:11][CH:10]=[CH:9][C:8]=2[CH3:14])([O-:3])=[O:2].C(=O)([O-])[O-].[K+].[K+].P(Cl)(Cl)([Cl:24])=O. Product: [Cl:24][C:5]1[C:4]([N+:1]([O-:3])=[O:2])=[CH:13][C:12]2[C:7](=[C:8]([CH3:14])[CH:9]=[CH:10][CH:11]=2)[N:6]=1. The catalyst class is: 13. (4) Product: [F:1][C:2]([F:9])([F:8])[CH2:3][O:4][CH2:5][CH2:6][O:7][C:17]1[N:18]=[CH:19][C:20]([C:21]([O:23][CH3:24])=[O:22])=[CH:25][CH:26]=1. The catalyst class is: 220. Reactant: [F:1][C:2]([F:9])([F:8])[CH2:3][O:4][CH2:5][CH2:6][OH:7].CC(C)([O-])C.[K+].Cl[C:17]1[CH:26]=[CH:25][C:20]([C:21]([O:23][CH3:24])=[O:22])=[CH:19][N:18]=1.